Task: Predict the product of the given reaction.. Dataset: Forward reaction prediction with 1.9M reactions from USPTO patents (1976-2016) (1) Given the reactants [NH2:1][C:2]1[CH:22]=[C:21]([C:23]2[N:27]=[C:26]([CH3:28])[O:25][N:24]=2)[CH:20]=[CH:19][C:3]=1[CH2:4][NH:5][C:6](=[O:18])[C:7]1[CH:12]=[C:11]([O:13][CH3:14])[C:10]([CH3:15])=[C:9]([O:16][CH3:17])[CH:8]=1.Br[CH2:30][O:31][C:32](=[O:39])[C:33]1[CH:38]=[CH:37][CH:36]=[CH:35][CH:34]=1.[C:40](=O)([O-])[O-].[K+].[K+], predict the reaction product. The product is: [CH3:30][O:31][C:32](=[O:39])[C:33]1[CH:38]=[CH:37][CH:36]=[C:35]([CH2:40][NH:1][C:2]2[CH:22]=[C:21]([C:23]3[N:27]=[C:26]([CH3:28])[O:25][N:24]=3)[CH:20]=[CH:19][C:3]=2[CH2:4][NH:5][C:6](=[O:18])[C:7]2[CH:12]=[C:11]([O:13][CH3:14])[C:10]([CH3:15])=[C:9]([O:16][CH3:17])[CH:8]=2)[CH:34]=1. (2) Given the reactants [F:1][C:2]1[C:7]([F:8])=[CH:6][CH:5]=[CH:4][C:3]=1[CH2:9][S:10][C:11]1[N:16]=[C:15]([NH:17][S:18]([N:21]2[CH2:26][CH2:25][N:24](C(OC(C)(C)C)=O)[CH2:23][CH2:22]2)(=[O:20])=[O:19])[CH:14]=[C:13]([O:34][CH3:35])[N:12]=1.[F:36][C:37]([F:42])([F:41])[C:38]([OH:40])=[O:39], predict the reaction product. The product is: [F:36][C:37]([F:42])([F:41])[C:38]([OH:40])=[O:39].[F:1][C:2]1[C:7]([F:8])=[CH:6][CH:5]=[CH:4][C:3]=1[CH2:9][S:10][C:11]1[N:16]=[C:15]([NH:17][S:18]([N:21]2[CH2:22][CH2:23][NH:24][CH2:25][CH2:26]2)(=[O:20])=[O:19])[CH:14]=[C:13]([O:34][CH3:35])[N:12]=1. (3) Given the reactants [F:1][C:2]([F:26])([F:25])[C:3]1[CH:24]=[CH:23][C:6]([CH2:7][O:8][N:9]=[C:10]([C:13]2[CH:18]=[CH:17][C:16]([NH:19]C(=O)C)=[CH:15][CH:14]=2)[CH2:11][CH3:12])=[CH:5][CH:4]=1.[OH-].[K+], predict the reaction product. The product is: [F:1][C:2]([F:25])([F:26])[C:3]1[CH:24]=[CH:23][C:6]([CH2:7][O:8][N:9]=[C:10]([C:13]2[CH:18]=[CH:17][C:16]([NH2:19])=[CH:15][CH:14]=2)[CH2:11][CH3:12])=[CH:5][CH:4]=1. (4) Given the reactants [CH:1]([C:3]1[CH:8]=[CH:7][C:6](B(O)O)=[CH:5][CH:4]=1)=[O:2].Br[C:13]1[CH:18]=[CH:17][C:16]([C:19]2[CH:24]=[CH:23][C:22]([O:25][CH2:26][CH2:27][CH2:28][CH2:29][CH3:30])=[CH:21][CH:20]=2)=[CH:15][CH:14]=1.C(=O)([O-])O.[Na+].O, predict the reaction product. The product is: [CH2:26]([O:25][C:22]1[CH:21]=[CH:20][C:19]([C:16]2[CH:17]=[CH:18][C:13]([C:6]3[CH:7]=[CH:8][C:3]([CH:1]=[O:2])=[CH:4][CH:5]=3)=[CH:14][CH:15]=2)=[CH:24][CH:23]=1)[CH2:27][CH2:28][CH2:29][CH3:30]. (5) Given the reactants [CH3:1][O:2][C:3]1[CH:4]=[C:5]2[C:10](=[CH:11][C:12]=1[O:13][CH3:14])[N:9]=[CH:8][CH:7]=[C:6]2[O:15][C:16]1[CH:22]=[CH:21][C:19]([NH2:20])=[CH:18][CH:17]=1.C1(C)C=CC=CC=1.C(N(CC)CC)C.Cl[C:38](Cl)([O:40][C:41](=[O:47])OC(Cl)(Cl)Cl)Cl.[CH3:49][C:50]1[CH:55]=[CH:54][C:53]([S:56][CH2:57][CH2:58]CO)=[CH:52][CH:51]=1, predict the reaction product. The product is: [CH3:1][O:2][C:3]1[CH:4]=[C:5]2[C:10](=[CH:11][C:12]=1[O:13][CH3:14])[N:9]=[CH:8][CH:7]=[C:6]2[O:15][C:16]1[CH:22]=[CH:21][C:19]([NH:20][C:41](=[O:47])[O:40][CH2:38][CH2:58][CH2:57][S:56][C:53]2[CH:54]=[CH:55][C:50]([CH3:49])=[CH:51][CH:52]=2)=[CH:18][CH:17]=1. (6) Given the reactants [NH:1]1[C:5]([CH2:6][NH2:7])=[N:4][N:3]=[N:2]1.[OH-].[Na+].[C:10]([O:14][C:15](O[C:15]([O:14][C:10]([CH3:13])([CH3:12])[CH3:11])=[O:16])=[O:16])([CH3:13])([CH3:12])[CH3:11], predict the reaction product. The product is: [NH:1]1[C:5]([CH2:6][NH:7][C:15](=[O:16])[O:14][C:10]([CH3:13])([CH3:12])[CH3:11])=[N:4][N:3]=[N:2]1. (7) Given the reactants [Cl:1][C:2]1[N:3]=[N:4][C:5](Cl)=[C:6]([CH3:9])[C:7]=1[CH3:8].[CH3:11][N:12]([CH:20]1[CH2:25][CH2:24][NH:23][CH2:22][CH2:21]1)[C:13](=[O:19])[O:14][C:15]([CH3:18])([CH3:17])[CH3:16].C([O-])([O-])=O.[K+].[K+], predict the reaction product. The product is: [Cl:1][C:2]1[N:3]=[N:4][C:5]([N:23]2[CH2:22][CH2:21][CH:20]([N:12]([CH3:11])[C:13](=[O:19])[O:14][C:15]([CH3:16])([CH3:17])[CH3:18])[CH2:25][CH2:24]2)=[C:6]([CH3:9])[C:7]=1[CH3:8]. (8) Given the reactants [NH2:1][C:2]1[CH:3]=[C:4]([S:9]([OH:12])(=[O:11])=[O:10])[CH:5]=[CH:6][C:7]=1[NH2:8].C([N:15]([CH2:18][CH3:19])[CH2:16][CH3:17])C.Cl, predict the reaction product. The product is: [NH:8]1[C:7]2[CH:6]=[CH:5][C:4]([S:9]([OH:12])(=[O:10])=[O:11])=[CH:3][C:2]=2[N:1]=[C:17]1[C:16]1[NH:15][C:18]2[CH:19]=[CH:5][C:4]([S:9]([OH:12])(=[O:11])=[O:10])=[CH:3][C:2]=2[N:1]=1. (9) Given the reactants C([O:8][C:9]1[C:10]([C:30]([NH:32][CH2:33][C:34]([O:36][CH2:37][CH3:38])=[O:35])=[O:31])=[N:11][C:12]([CH2:16][CH:17]2[CH2:22][CH2:21][N:20]([C:23]3[CH:28]=[CH:27][CH:26]=[CH:25][C:24]=3[Cl:29])[CH2:19][CH2:18]2)=[N:13][C:14]=1[CH3:15])C1C=CC=CC=1.FC(F)(F)C(O)=O, predict the reaction product. The product is: [Cl:29][C:24]1[CH:25]=[CH:26][CH:27]=[CH:28][C:23]=1[N:20]1[CH2:21][CH2:22][CH:17]([CH2:16][C:12]2[N:11]=[C:10]([C:30]([NH:32][CH2:33][C:34]([O:36][CH2:37][CH3:38])=[O:35])=[O:31])[C:9]([OH:8])=[C:14]([CH3:15])[N:13]=2)[CH2:18][CH2:19]1. (10) Given the reactants [NH2:1][C:2]1[N:9]=[CH:8][CH:7]=[C:6]([Cl:10])[C:3]=1[CH:4]=O.[C:11]([C:14]1[C:19]([CH3:20])=[CH:18][CH:17]=[CH:16][N:15]=1)(=O)[CH3:12].CC([O-])(C)C.[K+], predict the reaction product. The product is: [Cl:10][C:6]1[CH:7]=[CH:8][N:9]=[C:2]2[C:3]=1[CH:4]=[CH:12][C:11]([C:14]1[C:19]([CH3:20])=[CH:18][CH:17]=[CH:16][N:15]=1)=[N:1]2.